This data is from Buchwald-Hartwig C-N cross coupling reaction yields with 55,370 reactions. The task is: Predict the reaction yield, written as a fraction of the theoretical maximum amount of product (1.0 means a 100% yield; for example, 0.34 means a 34% yield). (1) The reactants are Brc1ccccn1.Cc1ccc(N)cc1.O=S(=O)(O[Pd]1c2ccccc2-c2ccccc2N~1)C(F)(F)F.COc1ccc(OC)c(P(C(C)(C)C)C(C)(C)C)c1-c1c(C(C)C)cc(C(C)C)cc1C(C)C.CCN=P(N=P(N(C)C)(N(C)C)N(C)C)(N(C)C)N(C)C.c1ccc(-c2ccno2)cc1. No catalyst specified. The product is Cc1ccc(Nc2ccccn2)cc1. The yield is 0.285. (2) The reactants are COc1ccc(Br)cc1.Cc1ccc(N)cc1.O=S(=O)(O[Pd]1c2ccccc2-c2ccccc2N~1)C(F)(F)F.CC(C)c1cc(C(C)C)c(-c2ccccc2P(C2CCCCC2)C2CCCCC2)c(C(C)C)c1.CN1CCCN2CCCN=C12.Fc1cccc(F)c1-c1ccno1. The yield is 0.0237. No catalyst specified. The product is COc1ccc(Nc2ccc(C)cc2)cc1. (3) The reactants are Clc1ccccn1.Cc1ccc(N)cc1.O=S(=O)(O[Pd]1c2ccccc2-c2ccccc2N~1)C(F)(F)F.COc1ccc(OC)c(P([C@]23C[C@H]4C[C@H](C[C@H](C4)C2)C3)[C@]23C[C@H]4C[C@H](C[C@H](C4)C2)C3)c1-c1c(C(C)C)cc(C(C)C)cc1C(C)C.CN1CCCN2CCCN=C12.CCOC(=O)c1cnoc1C. No catalyst specified. The product is Cc1ccc(Nc2ccccn2)cc1. The yield is 0.482. (4) The reactants are Clc1ccccn1.Cc1ccc(N)cc1.O=S(=O)(O[Pd]1c2ccccc2-c2ccccc2N~1)C(F)(F)F.COc1ccc(OC)c(P([C@]23C[C@H]4C[C@H](C[C@H](C4)C2)C3)[C@]23C[C@H]4C[C@H](C[C@H](C4)C2)C3)c1-c1c(C(C)C)cc(C(C)C)cc1C(C)C.CN(C)C(=NC(C)(C)C)N(C)C.CCOC(=O)c1cnoc1. No catalyst specified. The product is Cc1ccc(Nc2ccccn2)cc1. The yield is 0. (5) The reactants are Ic1cccnc1.Cc1ccc(N)cc1.O=S(=O)(O[Pd]1c2ccccc2-c2ccccc2N~1)C(F)(F)F.CC(C)c1cc(C(C)C)c(-c2ccccc2P(C(C)(C)C)C(C)(C)C)c(C(C)C)c1.CN(C)C(=NC(C)(C)C)N(C)C.CCOC(=O)c1cc(C)on1. No catalyst specified. The product is Cc1ccc(Nc2cccnc2)cc1. The yield is 0.806. (6) The reactants are COc1ccc(I)cc1.Cc1ccc(N)cc1.O=S(=O)(O[Pd]1c2ccccc2-c2ccccc2N~1)C(F)(F)F.CC(C)c1cc(C(C)C)c(-c2ccccc2P(C2CCCCC2)C2CCCCC2)c(C(C)C)c1.CN1CCCN2CCCN=C12.Cc1ccno1. No catalyst specified. The product is COc1ccc(Nc2ccc(C)cc2)cc1. The yield is 0.0804.